From a dataset of Full USPTO retrosynthesis dataset with 1.9M reactions from patents (1976-2016). Predict the reactants needed to synthesize the given product. (1) Given the product [Cl:8][C:6]1[CH:5]=[CH:4][C:3]([S:9][CH2:11][C:12]2[NH:13][CH:14]=[CH:15][N:16]=2)=[C:2]([NH:1][S:26]([C:18]2[O:17][C:21]3[CH:22]=[CH:23][CH:24]=[CH:25][C:20]=3[CH:19]=2)(=[O:27])=[O:28])[CH:7]=1, predict the reactants needed to synthesize it. The reactants are: [NH2:1][C:2]1[CH:7]=[C:6]([Cl:8])[CH:5]=[CH:4][C:3]=1[SH:9].Cl[CH2:11][C:12]1[NH:13][CH:14]=[CH:15][N:16]=1.[O:17]1[C:21]2[CH:22]=[CH:23][CH:24]=[CH:25][C:20]=2[CH:19]=[C:18]1[S:26](Cl)(=[O:28])=[O:27]. (2) Given the product [CH:17]1[C:12]2[C:31]3[C:20](=[C:21]4[N:18]([C:13]=2[CH:14]=[CH:15][CH:16]=1)[CH:19]=[CH:24][CH:23]=[CH:22]4)[C:25]1[CH:30]=[CH:29][CH:28]=[CH:27][C:26]=1[B:44]1[C:32]=3[CH:33]=[CH:34][CH:35]=[CH:36]1, predict the reactants needed to synthesize it. The reactants are: C([Li])CCC.CCCCCC.[C:12]1([C:31]2[CH:36]=[CH:35][CH:34]=[CH:33][CH:32]=2)[CH:17]=[CH:16][CH:15]=[CH:14][C:13]=1[NH:18][C:19]1[C:20]([C:25]2[CH:30]=[CH:29][CH:28]=[CH:27][CH:26]=2)=[CH:21][CH:22]=[CH:23][CH:24]=1.CCCCCCC.[B:44](Cl)(Cl)Cl.[Cl-].[Cl-].[Cl-].[Al+3]. (3) Given the product [CH3:33][O:17][C:16]([C:14]1[N:15]=[C:11]([NH:10][C:8](=[O:9])[CH:7]([C:19]2[CH:20]=[CH:21][C:22]([O:25][C:26]3[CH:31]=[CH:30][CH:29]=[CH:28][CH:27]=3)=[CH:23][CH:24]=2)[CH2:6][CH:1]2[CH2:5][CH2:4][CH2:3][CH2:2]2)[S:12][CH:13]=1)=[O:18], predict the reactants needed to synthesize it. The reactants are: [CH:1]1([CH2:6][CH:7]([C:19]2[CH:24]=[CH:23][C:22]([O:25][C:26]3[CH:31]=[CH:30][CH:29]=[CH:28][CH:27]=3)=[CH:21][CH:20]=2)[C:8]([NH:10][C:11]2[S:12][CH:13]=[C:14]([C:16]([OH:18])=[O:17])[N:15]=2)=[O:9])[CH2:5][CH2:4][CH2:3][CH2:2]1.Cl.[CH3:33]O. (4) Given the product [CH3:7][NH:6][C:4]([CH2:3][NH:2][C:15](=[O:16])[O:14][C:11]([CH3:13])([CH3:12])[CH3:10])=[O:5], predict the reactants needed to synthesize it. The reactants are: Cl.[NH2:2][CH2:3][C:4]([NH:6][CH3:7])=[O:5].[OH-].[Na+].[CH3:10][C:11]([O:14][C:15](O[C:15]([O:14][C:11]([CH3:13])([CH3:12])[CH3:10])=[O:16])=[O:16])([CH3:13])[CH3:12]. (5) Given the product [CH3:23][Si:24]([CH3:39])([CH3:38])[O:25][C@H:26]1[C@@H:15]([C:16]2[CH:21]=[CH:20][CH:19]=[CH:18][CH:17]=2)[NH:3][C:27]1=[O:28], predict the reactants needed to synthesize it. The reactants are: C[Si](C)(C)[NH:3][Si](C)(C)C.C([Li])CCC.[CH:15](=O)[C:16]1[CH:21]=[CH:20][CH:19]=[CH:18][CH:17]=1.[CH3:23][Si:24]([CH3:39])([CH3:38])[O:25][CH:26]=[C:27](O[Si](C)(C)C)[O:28][Si](C)(C)C.C=C.C[Si](Cl)(C)C.CO. (6) The reactants are: [Cl:1][C:2]1[S:6][C:5]([C:7]2[O:11][N:10]=[C:9]([CH2:12][N:13]3[C:17]4[CH:18]=[CH:19][CH:20]=[C:21]([C:22]([OH:24])=[O:23])[C:16]=4[N:15]=[C:14]3[C:25](=[O:36])[NH:26][CH:27]3[CH2:32][CH2:31][N:30]([CH:33]([CH3:35])[CH3:34])[CH2:29][CH2:28]3)[CH:8]=2)=[CH:4][CH:3]=1.C([O-])([O-])=O.[K+].[K+].Cl[CH2:44][C:45]([OH:47])=[O:46]. Given the product [C:45]([CH2:44][O:23][C:22]([C:21]1[C:16]2[N:15]=[C:14]([C:25](=[O:36])[NH:26][CH:27]3[CH2:32][CH2:31][N:30]([CH:33]([CH3:34])[CH3:35])[CH2:29][CH2:28]3)[N:13]([CH2:12][C:9]3[CH:8]=[C:7]([C:5]4[S:6][C:2]([Cl:1])=[CH:3][CH:4]=4)[O:11][N:10]=3)[C:17]=2[CH:18]=[CH:19][CH:20]=1)=[O:24])([OH:47])=[O:46], predict the reactants needed to synthesize it.